From a dataset of Full USPTO retrosynthesis dataset with 1.9M reactions from patents (1976-2016). Predict the reactants needed to synthesize the given product. (1) Given the product [NH2:8][C@@H:9]([CH2:14][C:15]#[C:16][C:17]1[CH:22]=[CH:21][C:20]([NH:23][CH2:24][C:25]2[CH:30]=[CH:29][CH:28]=[CH:27][C:26]=2[F:31])=[CH:19][CH:18]=1)[C:10]([O:12][CH3:13])=[O:11], predict the reactants needed to synthesize it. The reactants are: CC(OC([NH:8][C@@H:9]([CH2:14][C:15]#[C:16][C:17]1[CH:22]=[CH:21][C:20]([NH:23][CH2:24][C:25]2[CH:30]=[CH:29][CH:28]=[CH:27][C:26]=2[F:31])=[CH:19][CH:18]=1)[C:10]([O:12][CH3:13])=[O:11])=O)(C)C.N. (2) Given the product [CH2:1]([O:8][C@@H:9]1[C@H:14]2[NH:15][C:16](=[O:18])[O:17][C@H:13]2[CH2:12][C@H:11]([CH:19]([OH:20])[CH3:29])[C@H:10]1[O:21][CH2:22][C:23]1[CH:28]=[CH:27][CH:26]=[CH:25][CH:24]=1)[C:2]1[CH:3]=[CH:4][CH:5]=[CH:6][CH:7]=1, predict the reactants needed to synthesize it. The reactants are: [CH2:1]([O:8][C@@H:9]1[C@H:14]2[NH:15][C:16](=[O:18])[O:17][C@H:13]2[CH2:12][C@H:11]([CH:19]=[O:20])[C@H:10]1[O:21][CH2:22][C:23]1[CH:28]=[CH:27][CH:26]=[CH:25][CH:24]=1)[C:2]1[CH:7]=[CH:6][CH:5]=[CH:4][CH:3]=1.[CH3:29][Mg]Cl. (3) Given the product [CH2:28]([O:27][C:25](=[O:26])[CH2:24][N:1]1[CH2:6][CH2:5][CH:4]([C:7]([O:9][C:10]([CH3:13])([CH3:12])[CH3:11])=[O:8])[CH2:3][CH2:2]1)[C:29]1[CH:34]=[CH:33][CH:32]=[CH:31][CH:30]=1, predict the reactants needed to synthesize it. The reactants are: [NH:1]1[CH2:6][CH2:5][CH:4]([C:7]([O:9][C:10]([CH3:13])([CH3:12])[CH3:11])=[O:8])[CH2:3][CH2:2]1.C(N(C(C)C)CC)(C)C.Br[CH2:24][C:25]([O:27][CH2:28][C:29]1[CH:34]=[CH:33][CH:32]=[CH:31][CH:30]=1)=[O:26].O. (4) Given the product [OH:8][CH2:9][CH2:10][O:11][C:12]1[C:17]([C:18]2[CH:19]=[CH:20][C:21]([S:24]([CH3:26])=[O:25])=[CH:22][CH:23]=2)=[CH:16][C:15]([C:27]2[NH:37][C:38](=[O:50])[C:39]3[C:44](=[CH:43][C:42]([O:46][CH3:47])=[CH:41][C:40]=3[O:48][CH3:49])[N:77]=2)=[CH:14][CH:13]=1, predict the reactants needed to synthesize it. The reactants are: [Si]([O:8][CH2:9][CH2:10][O:11][C:12]1[C:17]([C:18]2[CH:23]=[CH:22][C:21]([S:24]([CH3:26])=[O:25])=[CH:20][CH:19]=2)=[CH:16][C:15]([CH:27]=O)=[CH:14][CH:13]=1)(C(C)(C)C)(C)C.BrC1N=C(C2[NH:37][C:38](=[O:50])[C:39]3[C:44](C=2)=[CH:43][C:42]([O:46][CH3:47])=[CH:41][C:40]=3[O:48][CH3:49])C=CC=1.CC1C=CC(S(O)(=O)=O)=CC=1.OS([O-])=O.[Na+].FC(F)(F)C(O)=O.CC([N:77](C)C)=O. (5) Given the product [Br:8][C:5]1[CH:6]=[CH:7][C:2]2[NH:1][C:19](=[O:18])[C:20]([CH3:22])([CH3:21])[O:9][C:3]=2[CH:4]=1, predict the reactants needed to synthesize it. The reactants are: [NH2:1][C:2]1[CH:7]=[CH:6][C:5]([Br:8])=[CH:4][C:3]=1[OH:9].C(=O)([O-])[O-].[K+].[K+].C([O:18][C:19](=O)[C:20](Br)([CH3:22])[CH3:21])C. (6) Given the product [C:34]([C:33]1[CH:36]=[CH:37][CH:38]=[CH:39][C:32]=1[CH2:31][O:29][C:28]1[CH:27]=[CH:26][C:4]([NH:5][C:6]2[C:15]3[C:10](=[CH:11][C:12]([O:24][CH3:25])=[CH:13][C:14]=3[O:16][CH:17]3[CH2:22][CH2:21][N:20]([CH3:23])[CH2:19][CH2:18]3)[N:9]=[CH:8][N:7]=2)=[CH:3][C:2]=1[CH3:1])#[N:35], predict the reactants needed to synthesize it. The reactants are: [CH3:1][C:2]1[CH:3]=[C:4]([CH:26]=[CH:27][C:28]=1[OH:29])[NH:5][C:6]1[C:15]2[C:10](=[CH:11][C:12]([O:24][CH3:25])=[CH:13][C:14]=2[O:16][CH:17]2[CH2:22][CH2:21][N:20]([CH3:23])[CH2:19][CH2:18]2)[N:9]=[CH:8][N:7]=1.Cl[CH2:31][C:32]1[CH:39]=[CH:38][CH:37]=[CH:36][C:33]=1[C:34]#[N:35].